Task: Regression/Classification. Given a drug SMILES string, predict its absorption, distribution, metabolism, or excretion properties. Task type varies by dataset: regression for continuous measurements (e.g., permeability, clearance, half-life) or binary classification for categorical outcomes (e.g., BBB penetration, CYP inhibition). Dataset: rlm.. Dataset: Rat liver microsome stability data (1) The result is 1 (stable in rat liver microsomes). The molecule is N#CN1CC(OCc2ccc(-c3ccc(C(F)(F)F)cc3)cc2)C1. (2) The compound is CC1(C#N)CCN(c2c(C(=O)N3CCN(C(=O)C4CC4)CC3)cnc3ccc(F)cc23)CC1. The result is 1 (stable in rat liver microsomes). (3) The result is 0 (unstable in rat liver microsomes). The molecule is CCn1cc/c(=N\c2ccc(-c3ccccc3)cc2)c2ccc(Cl)cc21. (4) The compound is COc1cc(C(=O)c2csc(-c3ccccc3)n2)cc(OC)c1OCCN. The result is 0 (unstable in rat liver microsomes).